Task: Predict the reactants needed to synthesize the given product.. Dataset: Full USPTO retrosynthesis dataset with 1.9M reactions from patents (1976-2016) (1) Given the product [CH2:28]([N:8]1[C:7]2[CH:19]=[CH:20][C:4]([N+:1]([O-:3])=[O:2])=[CH:5][C:6]=2[O:11][CH:10]([C:12]2[CH:17]=[CH:16][CH:15]=[CH:14][CH:13]=2)[C:9]1=[O:18])[CH3:29], predict the reactants needed to synthesize it. The reactants are: [N+:1]([C:4]1[CH:20]=[CH:19][C:7]2[NH:8][C:9](=[O:18])[CH:10]([C:12]3[CH:17]=[CH:16][CH:15]=[CH:14][CH:13]=3)[O:11][C:6]=2[CH:5]=1)([O-:3])=[O:2].C(=O)([O-])[O-].[K+].[K+].I[CH2:28][CH3:29].O. (2) Given the product [CH3:8][O:9][C:10]1[CH:11]=[C:12]2[C:17](=[CH:18][C:19]=1[O:20][CH3:21])[N:16]=[CH:15][N:14]=[C:13]2[N:22]1[CH2:23][CH2:24][CH:25]([NH:28][C:39](=[O:40])[CH2:38][C:35]2[CH:36]=[CH:37][C:32]([CH:29]([CH3:30])[CH3:31])=[CH:33][CH:34]=2)[CH2:26][CH2:27]1, predict the reactants needed to synthesize it. The reactants are: FC(F)(F)C(O)=O.[CH3:8][O:9][C:10]1[CH:11]=[C:12]2[C:17](=[CH:18][C:19]=1[O:20][CH3:21])[N:16]=[CH:15][N:14]=[C:13]2[N:22]1[CH2:27][CH2:26][CH:25]([NH2:28])[CH2:24][CH2:23]1.[CH:29]([C:32]1[CH:37]=[CH:36][C:35]([CH2:38][C:39](O)=[O:40])=[CH:34][CH:33]=1)([CH3:31])[CH3:30].C1C=CC2N(O)N=NC=2C=1.CN(C(ON1N=NC2C=CC=CC1=2)=[N+](C)C)C.F[P-](F)(F)(F)(F)F.CCN(C(C)C)C(C)C. (3) Given the product [CH3:69][O:68][C:67]([NH:66][C@@H:36]([CH:35]([CH3:71])[CH3:34])[C:37]([N:38]1[CH2:42][CH2:41][CH2:40][C@H:39]1[C:43]1[NH:47][C:46]2[C:48]3[C:53]([CH:54]=[CH:55][C:45]=2[N:44]=1)=[CH:52][C:51]([C:2]1[CH:3]=[C:4]2[C:31](=[CH:32][CH:33]=1)[C:8]1[NH:9][C:10]([C@@H:12]4[CH2:16][C@H:15]([CH2:17][O:18][CH3:19])[CH2:14][N:13]4[C:20](=[O:30])[C@@H:21]([NH:25][C:26](=[O:29])[O:27][CH3:28])[CH:22]([CH3:24])[CH3:23])=[N:11][C:7]=1[CH:6]=[CH:5]2)=[CH:50][CH:49]=3)=[O:65])=[O:70], predict the reactants needed to synthesize it. The reactants are: Br[C:2]1[CH:3]=[C:4]2[C:31](=[CH:32][CH:33]=1)[C:8]1[NH:9][C:10]([C@@H:12]3[CH2:16][C@H:15]([CH2:17][O:18][CH3:19])[CH2:14][N:13]3[C:20](=[O:30])[C@@H:21]([NH:25][C:26](=[O:29])[O:27][CH3:28])[CH:22]([CH3:24])[CH3:23])=[N:11][C:7]=1[CH:6]=[CH:5]2.[CH3:34][CH:35]([CH3:71])[C@H:36]([NH:66][C:67](=[O:70])[O:68][CH3:69])[C:37](=[O:65])[N:38]1[CH2:42][CH2:41][CH2:40][C@H:39]1[C:43]1[NH:47][C:46]2[C:48]3[C:53]([CH:54]=[CH:55][C:45]=2[N:44]=1)=[CH:52][C:51](B1OC(C)(C)C(C)(C)O1)=[CH:50][CH:49]=3.C([O-])([O-])=O.[K+].[K+]. (4) Given the product [CH3:9][O:8][C:5]1[CH:4]=[CH:3][C:2]([C:15]#[C:14][Si:11]([CH3:13])([CH3:12])[CH3:10])=[CH:7][N:6]=1, predict the reactants needed to synthesize it. The reactants are: Br[C:2]1[CH:3]=[CH:4][C:5]([O:8][CH3:9])=[N:6][CH:7]=1.[CH3:10][Si:11]([C:14]#[CH:15])([CH3:13])[CH3:12].C(P(C(C)(C)C)C(C)(C)C)(C)(C)C.C(NC(C)C)(C)C.C([O-])(O)=O.[Na+]. (5) Given the product [Cl:49][C:50]1[CH:63]=[CH:62][C:53]2[NH:54][C:55]([C@@H:57]([NH:61][C:5](=[O:7])[C:4]3[CH:8]=[CH:9][C:10]([C:11]([N:13]4[CH2:17][CH2:16][CH2:15][CH2:14]4)=[O:12])=[C:2]([CH3:1])[CH:3]=3)[CH2:58][C:59]#[CH:60])=[N:56][C:52]=2[CH:51]=1, predict the reactants needed to synthesize it. The reactants are: [CH3:1][C:2]1[CH:3]=[C:4]([CH:8]=[CH:9][C:10]=1[C:11]([N:13]1[CH2:17][CH2:16][CH2:15][CH2:14]1)=[O:12])[C:5]([OH:7])=O.CN(C(ON1N=NC2C=CC=CC1=2)=[N+](C)C)C.[B-](F)(F)(F)F.C(N(C(C)C)CC)(C)C.[Cl:49][C:50]1[CH:63]=[CH:62][C:53]2[NH:54][C:55]([C@@H:57]([NH2:61])[CH2:58][C:59]#[CH:60])=[N:56][C:52]=2[CH:51]=1.ClCl.